Dataset: Forward reaction prediction with 1.9M reactions from USPTO patents (1976-2016). Task: Predict the product of the given reaction. (1) Given the reactants [OH-].[Na+].[NH:3]1[CH2:7][CH2:6][CH2:5][C:4]1=[O:8].[C:9]([O:13]C)(=[O:12])[CH:10]=[CH2:11], predict the reaction product. The product is: [O:8]=[C:4]1[CH2:5][CH2:6][CH2:7][N:3]1[CH2:11][CH2:10][C:9]([OH:13])=[O:12]. (2) The product is: [NH:33]1[CH:37]=[C:36]([C:2]2[CH:3]=[C:4]([C:8]3([CH2:23][NH2:24])[CH2:13][CH2:12][N:11]([C:14]4[C:19]5[CH:20]=[CH:21][NH:22][C:18]=5[N:17]=[CH:16][N:15]=4)[CH2:10][CH2:9]3)[CH:5]=[CH:6][CH:7]=2)[CH:35]=[N:34]1. Given the reactants Br[C:2]1[CH:3]=[C:4]([C:8]2([CH2:23][NH2:24])[CH2:13][CH2:12][N:11]([C:14]3[C:19]4[CH:20]=[CH:21][NH:22][C:18]=4[N:17]=[CH:16][N:15]=3)[CH2:10][CH2:9]2)[CH:5]=[CH:6][CH:7]=1.P([O-])([O-])([O-])=O.[K+].[K+].[K+].[NH:33]1[CH:37]=[C:36](B(O)O)[CH:35]=[N:34]1, predict the reaction product. (3) Given the reactants Br[C:2]1[N:7]=[C:6]([NH:8][C:9]([C:11]2[CH:33]=[CH:32][C:14]([O:15][C:16]3[CH:25]=[C:24]4[C:19]([CH:20]([C:26]([O:28][CH3:29])=[O:27])[CH2:21][CH2:22][O:23]4)=[CH:18][C:17]=3[C:30]#[N:31])=[CH:13][CH:12]=2)=[O:10])[CH:5]=[CH:4][CH:3]=1.[CH3:34][C:35]1[CH:36]=[C:37](B(O)O)[CH:38]=[CH:39][C:40]=1[CH3:41].C([O-])([O-])=O.[Na+].[Na+].C1(C)C=CC=CC=1, predict the reaction product. The product is: [C:30]([C:17]1[CH:18]=[C:19]2[C:24](=[CH:25][C:16]=1[O:15][C:14]1[CH:32]=[CH:33][C:11]([C:9](=[O:10])[NH:8][C:6]3[CH:5]=[CH:4][CH:3]=[C:2]([C:37]4[CH:38]=[CH:39][C:40]([CH3:41])=[C:35]([CH3:34])[CH:36]=4)[N:7]=3)=[CH:12][CH:13]=1)[O:23][CH2:22][CH2:21][CH:20]2[C:26]([O:28][CH3:29])=[O:27])#[N:31]. (4) Given the reactants [OH:1][C:2]1([C:8]2[CH:15]=[CH:14][C:11]([C:12]#[N:13])=[CH:10][CH:9]=2)[CH2:7][CH2:6][O:5][CH2:4][CH2:3]1.[H-].[Na+].[CH3:18]I, predict the reaction product. The product is: [CH3:18][O:1][C:2]1([C:8]2[CH:15]=[CH:14][C:11]([C:12]#[N:13])=[CH:10][CH:9]=2)[CH2:7][CH2:6][O:5][CH2:4][CH2:3]1.